This data is from Catalyst prediction with 721,799 reactions and 888 catalyst types from USPTO. The task is: Predict which catalyst facilitates the given reaction. (1) Reactant: [CH2:1]([C:8]1[N:9]=[N:10][C:11]([N:16]2[CH2:21][CH2:20][NH:19][CH2:18][CH2:17]2)=[C:12]([CH3:15])[C:13]=1[CH3:14])[C:2]1[CH:7]=[CH:6][CH:5]=[CH:4][CH:3]=1.Cl[C:23]([O:25][C:26]1[CH:31]=[CH:30][CH:29]=[CH:28][CH:27]=1)=[O:24].CN1CCOCC1. Product: [C:26]1([O:25][C:23]([N:19]2[CH2:18][CH2:17][N:16]([C:11]3[N:10]=[N:9][C:8]([CH2:1][C:2]4[CH:7]=[CH:6][CH:5]=[CH:4][CH:3]=4)=[C:13]([CH3:14])[C:12]=3[CH3:15])[CH2:21][CH2:20]2)=[O:24])[CH:31]=[CH:30][CH:29]=[CH:28][CH:27]=1. The catalyst class is: 2. (2) Reactant: CN(C=O)C.[NH2:6][C:7]1[CH:12]=[CH:11][C:10]([N:13]([C:35]2[CH:40]=[CH:39][C:38]([NH2:41])=[CH:37][CH:36]=2)[C:14]2[CH:19]=[CH:18][C:17]([N:20]([C:28]3[CH:33]=[CH:32][C:31]([NH2:34])=[CH:30][CH:29]=3)[C:21]3[CH:26]=[CH:25][C:24]([NH2:27])=[CH:23][CH:22]=3)=[CH:16][CH:15]=2)=[CH:9][CH:8]=1.[CH:42]1([CH2:48]I)[CH2:47][CH2:46][CH2:45][CH2:44][CH2:43]1.C(=O)([O-])[O-].[K+].[K+]. Product: [CH:42]1([CH2:48][N:27]([CH2:48][CH:42]2[CH2:47][CH2:46][CH2:45][CH2:44][CH2:43]2)[C:24]2[CH:25]=[CH:26][C:21]([N:20]([C:28]3[CH:33]=[CH:32][C:31]([N:34]([CH2:48][CH:42]4[CH2:47][CH2:46][CH2:45][CH2:44][CH2:43]4)[CH2:48][CH:42]4[CH2:47][CH2:46][CH2:45][CH2:44][CH2:43]4)=[CH:30][CH:29]=3)[C:17]3[CH:16]=[CH:15][C:14]([N:13]([C:10]4[CH:9]=[CH:8][C:7]([N:6]([CH2:48][CH:42]5[CH2:47][CH2:46][CH2:45][CH2:44][CH2:43]5)[CH2:48][CH:42]5[CH2:47][CH2:46][CH2:45][CH2:44][CH2:43]5)=[CH:12][CH:11]=4)[C:35]4[CH:40]=[CH:39][C:38]([N:41]([CH2:48][CH:42]5[CH2:47][CH2:46][CH2:45][CH2:44][CH2:43]5)[CH2:48][CH:42]5[CH2:47][CH2:46][CH2:45][CH2:44][CH2:43]5)=[CH:37][CH:36]=4)=[CH:19][CH:18]=3)=[CH:22][CH:23]=2)[CH2:47][CH2:46][CH2:45][CH2:44][CH2:43]1. The catalyst class is: 6. (3) Reactant: C([O:3][C:4](=[O:30])[CH2:5][N:6]1[C:14]2[CH:13]=[C:12]3[NH:15][C:16]([C:18]4[C:26]5[C:21](=[CH:22][CH:23]=[CH:24][CH:25]=5)[NH:20][N:19]=4)=[N:17][C:11]3=[CH:10][C:9]=2[C:8]([CH3:28])([CH3:27])[C:7]1=[O:29])C.[OH-].[Li+].O. Product: [NH:20]1[C:21]2[C:26](=[CH:25][CH:24]=[CH:23][CH:22]=2)[C:18]([C:16]2[NH:15][C:12]3[C:11]([N:17]=2)=[CH:10][C:9]2[C:8]([CH3:27])([CH3:28])[C:7](=[O:29])[N:6]([CH2:5][C:4]([OH:30])=[O:3])[C:14]=2[CH:13]=3)=[N:19]1. The catalyst class is: 1. (4) Reactant: [C:1]([O:5][C:6]([NH:8][C@@H:9]([CH2:13][C:14]1[CH:19]=[C:18]([F:20])[CH:17]=[C:16]([F:21])[CH:15]=1)[C:10](O)=[O:11])=[O:7])([CH3:4])([CH3:3])[CH3:2].CN1CCOCC1.ClC(OCC(C)C)=O.[BH4-].[Na+]. Product: [C:1]([O:5][C:6](=[O:7])[NH:8][C@H:9]([CH2:10][OH:11])[CH2:13][C:14]1[CH:19]=[C:18]([F:20])[CH:17]=[C:16]([F:21])[CH:15]=1)([CH3:2])([CH3:4])[CH3:3]. The catalyst class is: 149. (5) Product: [CH3:17][O:16][CH2:15][CH2:14][O:3][CH2:4][C:5]1[CH:6]=[C:7]([CH:10]=[CH:11][CH:12]=1)[C:8]#[N:9]. The catalyst class is: 7. Reactant: [H-].[Na+].[OH:3][CH2:4][C:5]1[CH:6]=[C:7]([CH:10]=[CH:11][CH:12]=1)[C:8]#[N:9].Br[CH2:14][CH2:15][O:16][CH3:17]. (6) Product: [CH3:1][O:2][C:3]1[CH:4]=[C:5]2[C:10](=[CH:11][C:12]=1[O:13][CH3:14])[N:9]=[CH:8][CH:7]=[C:6]2[O:15][C:16]1[CH:22]=[CH:21][C:19]([NH:20][C:29](=[O:35])[O:28][CH2:26][CH2:53][CH2:52][CH2:51][CH2:50][CH2:49][CH2:48][CH2:47][CH2:46][CH2:45][CH2:44][CH2:43][CH2:42][CH2:41][CH2:40][CH2:39][CH2:38][CH3:37])=[C:18]([CH3:23])[C:17]=1[CH3:24]. The catalyst class is: 208. Reactant: [CH3:1][O:2][C:3]1[CH:4]=[C:5]2[C:10](=[CH:11][C:12]=1[O:13][CH3:14])[N:9]=[CH:8][CH:7]=[C:6]2[O:15][C:16]1[CH:22]=[CH:21][C:19]([NH2:20])=[C:18]([CH3:23])[C:17]=1[CH3:24].Cl[C:26](Cl)([O:28][C:29](=[O:35])OC(Cl)(Cl)Cl)Cl.[CH2:37](O)[CH2:38][CH2:39][CH2:40][CH2:41][CH2:42][CH2:43][CH2:44][CH2:45][CH2:46][CH2:47][CH2:48][CH2:49][CH2:50][CH2:51][CH2:52][CH2:53]C.C(=O)(O)[O-].[Na+].